This data is from Reaction yield outcomes from USPTO patents with 853,638 reactions. The task is: Predict the reaction yield, written as a fraction of the theoretical maximum amount of product (1.0 means a 100% yield; for example, 0.34 means a 34% yield). (1) The reactants are [CH2:1]([C:4]1[C:12]([OH:13])=[C:11]2[C:7]([CH2:8][O:9][C:10]2=[O:14])=[C:6]([CH3:15])[C:5]=1[CH2:16][CH3:17])[CH:2]=[CH2:3].C1C=CC(P(C2C=CC=CC=2)C2C=CC=CC=2)=CC=1.[CH3:37][Si:38]([CH3:43])([CH3:42])[CH2:39][CH2:40]O.N(C(OC(C)C)=O)=NC(OC(C)C)=O. The catalyst is C1COCC1. The product is [CH2:1]([C:4]1[C:12]([O:13][CH2:40][CH2:39][Si:38]([CH3:43])([CH3:42])[CH3:37])=[C:11]2[C:7]([CH2:8][O:9][C:10]2=[O:14])=[C:6]([CH3:15])[C:5]=1[CH2:16][CH3:17])[CH:2]=[CH2:3]. The yield is 0.920. (2) The reactants are [H-].[Na+].C1COCC1.[CH2:8]([N:15]1[C@@H:20]2[CH2:21][CH2:22][C@@:16]1([C:24]1[CH:29]=[CH:28][C:27]([F:30])=[CH:26][CH:25]=1)[C@H:17]([OH:23])[CH2:18][CH2:19]2)[C:9]1[CH:14]=[CH:13][CH:12]=[CH:11][CH:10]=1.[F:31][C:32]([F:46])([F:45])[C:33]1[CH:34]=[C:35]([CH:38]=[C:39]([C:41]([F:44])([F:43])[F:42])[CH:40]=1)[CH2:36]Br. The catalyst is CCCC(C)C.O. The product is [CH2:8]([N:15]1[C@@H:20]2[CH2:21][CH2:22][C@@:16]1([C:24]1[CH:25]=[CH:26][C:27]([F:30])=[CH:28][CH:29]=1)[C@H:17]([O:23][CH2:36][C:35]1[CH:38]=[C:39]([C:41]([F:43])([F:44])[F:42])[CH:40]=[C:33]([C:32]([F:31])([F:45])[F:46])[CH:34]=1)[CH2:18][CH2:19]2)[C:9]1[CH:10]=[CH:11][CH:12]=[CH:13][CH:14]=1. The yield is 0.580. (3) The reactants are [NH2:1][C:2]1[N:7]=[CH:6][C:5]([CH2:8][OH:9])=[CH:4][C:3]=1[Br:10]. The catalyst is C1(C)C=CC=CC=1.O=[Mn]=O. The product is [NH2:1][C:2]1[C:3]([Br:10])=[CH:4][C:5]([CH:8]=[O:9])=[CH:6][N:7]=1. The yield is 0.960. (4) The catalyst is CO. The product is [OH:1][CH:2]1[C:11]2[C:6]3=[C:7]([C:12]([C@H:14]4[C@H:18]([C:19]5[C:27]6[C:22](=[CH:23][CH:24]=[CH:25][CH:26]=6)[NH:21][CH:20]=5)[C:17](=[O:28])[NH:16][C:15]4=[O:29])=[CH:13][N:5]3[CH2:4][CH2:3]1)[CH:8]=[CH:9][CH:10]=2. The reactants are [OH:1][CH:2]1[C:11]2[C:6]3=[C:7]([C:12]([C:14]4[C:15](=[O:29])[NH:16][C:17](=[O:28])[C:18]=4[C:19]4[C:27]5[C:22](=[CH:23][CH:24]=[CH:25][CH:26]=5)[NH:21][CH:20]=4)=[CH:13][N:5]3[CH2:4][CH2:3]1)[CH:8]=[CH:9][CH:10]=2.[Mg]. The yield is 0.140. (5) The reactants are [CH:1]1([C:7]2[C:11]([CH2:12][CH2:13][CH2:14][OH:15])=[CH:10][N:9]([C:16]3[CH:21]=[CH:20][C:19]([C:22]([F:25])([F:24])[F:23])=[CH:18][N:17]=3)[N:8]=2)[CH2:6][CH2:5][CH2:4][CH2:3][CH2:2]1.[CH2:26]([O:28][C:29]1[C:30](O)=[C:31]([CH2:35][C:36]([O:38]C)=[O:37])[CH:32]=[CH:33][CH:34]=1)[CH3:27].C(P(CCCC)CCCC)CCC.N(C(N1CCCCC1)=O)=NC(N1CCCCC1)=O. The catalyst is O1CCCC1. The product is [CH:1]1([C:7]2[C:11]([CH2:12][CH2:13][CH2:14][O:15][C:30]3[C:29]([O:28][CH2:26][CH3:27])=[CH:34][CH:33]=[CH:32][C:31]=3[CH2:35][C:36]([OH:38])=[O:37])=[CH:10][N:9]([C:16]3[CH:21]=[CH:20][C:19]([C:22]([F:23])([F:24])[F:25])=[CH:18][N:17]=3)[N:8]=2)[CH2:6][CH2:5][CH2:4][CH2:3][CH2:2]1. The yield is 0.720.